Dataset: Reaction yield outcomes from USPTO patents with 853,638 reactions. Task: Predict the reaction yield, written as a fraction of the theoretical maximum amount of product (1.0 means a 100% yield; for example, 0.34 means a 34% yield). The catalyst is C1COCC1. The reactants are [NH2:1][C:2]1[CH:7]=[CH:6][C:5]([CH2:8][C:9]([O:11][CH3:12])=[O:10])=[CH:4][C:3]=1[Cl:13].[CH3:14][C:15]1[CH:20]=[CH:19][CH:18]=[CH:17][C:16]=1[N:21]=[C:22]=[O:23].CCN(CC)CC. The product is [Cl:13][C:3]1[CH:4]=[C:5]([CH2:8][C:9]([O:11][CH3:12])=[O:10])[CH:6]=[CH:7][C:2]=1[NH:1][C:22]([NH:21][C:16]1[CH:17]=[CH:18][CH:19]=[CH:20][C:15]=1[CH3:14])=[O:23]. The yield is 0.740.